This data is from Forward reaction prediction with 1.9M reactions from USPTO patents (1976-2016). The task is: Predict the product of the given reaction. The product is: [CH2:17]([O:9][C:8]([CH:5]1[CH2:6][CH2:7][CH:2]([N:1]([CH2:8][C:5]2[CH:6]=[CH:7][CH:2]=[CH:3][CH:4]=2)[CH2:17][C:18]2[CH:23]=[CH:22][CH:21]=[CH:20][CH:19]=2)[CH2:3][CH2:4]1)=[O:10])[C:18]1[CH:23]=[CH:22][CH:21]=[CH:20][CH:19]=1. Given the reactants [NH2:1][C@H:2]1[CH2:7][CH2:6][C@H:5]([C:8]([OH:10])=[O:9])[CH2:4][CH2:3]1.C(=O)([O-])[O-].[K+].[K+].[CH2:17](Br)[C:18]1[CH:23]=[CH:22][CH:21]=[CH:20][CH:19]=1, predict the reaction product.